This data is from Forward reaction prediction with 1.9M reactions from USPTO patents (1976-2016). The task is: Predict the product of the given reaction. (1) Given the reactants [CH:1]1([C:4]2[N:9]=[C:8]([C:10]#[N:11])[CH:7]=[CH:6][N:5]=2)[CH2:3][CH2:2]1.[O-:12][CH2:13][CH3:14].[Na+], predict the reaction product. The product is: [CH:1]1([C:4]2[N:9]=[C:8]([C:10](=[NH:11])[O:12][CH2:13][CH3:14])[CH:7]=[CH:6][N:5]=2)[CH2:3][CH2:2]1. (2) Given the reactants [CH2:1]([O:3][C:4]([C:6]1[N:7]([CH2:34][C:35]2[CH:40]=[CH:39][CH:38]=[C:37]([Cl:41])[CH:36]=2)[C:8]2[C:13]([C:14]=1[NH:15][C:16](=[O:24])[C:17]1[CH:22]=[CH:21][C:20]([Cl:23])=[CH:19][CH:18]=1)=[CH:12][CH:11]=[C:10]([C:25]1[CH:30]=[CH:29][C:28]([C:31](O)=[O:32])=[CH:27][CH:26]=1)[CH:9]=2)=[O:5])[CH3:2].CC(O)=O, predict the reaction product. The product is: [CH2:1]([O:3][C:4]([C:6]1[N:7]([CH2:34][C:35]2[CH:40]=[CH:39][CH:38]=[C:37]([Cl:41])[CH:36]=2)[C:8]2[C:13]([C:14]=1[NH:15][C:16](=[O:24])[C:17]1[CH:18]=[CH:19][C:20]([Cl:23])=[CH:21][CH:22]=1)=[CH:12][CH:11]=[C:10]([C:25]1[CH:30]=[CH:29][C:28]([CH2:31][OH:32])=[CH:27][CH:26]=1)[CH:9]=2)=[O:5])[CH3:2]. (3) Given the reactants Cl.[NH:2]1[CH2:7][CH2:6][CH:5]([O:8][C:9]2[N:14]=[CH:13][C:12]([C:15]3[CH:16]=[CH:17][C:18](=[O:21])[NH:19][N:20]=3)=[CH:11][CH:10]=2)[CH2:4][CH2:3]1.CO.[C:24]1(=O)[CH2:28][CH2:27][CH2:26][CH2:25]1.C([BH3-])#N.[Na+], predict the reaction product. The product is: [CH:24]1([N:2]2[CH2:3][CH2:4][CH:5]([O:8][C:9]3[N:14]=[CH:13][C:12]([C:15]4[CH:16]=[CH:17][C:18](=[O:21])[NH:19][N:20]=4)=[CH:11][CH:10]=3)[CH2:6][CH2:7]2)[CH2:28][CH2:27][CH2:26][CH2:25]1. (4) Given the reactants [CH2:1]([NH:8][C:9]([C:11]1[NH:12][CH:13]=[C:14]([C:16](=[O:24])[CH2:17][C:18]2[CH:23]=[CH:22][CH:21]=[CH:20][CH:19]=2)[CH:15]=1)=[O:10])[C:2]1[CH:7]=[CH:6][CH:5]=[CH:4][CH:3]=1.[CH:25](OC(C)(C)C)(N(C)C)[N:26]([CH3:28])[CH3:27], predict the reaction product. The product is: [CH2:1]([NH:8][C:9]([C:11]1[NH:12][CH:13]=[C:14]([C:16](=[O:24])[C:17]([C:18]2[CH:23]=[CH:22][CH:21]=[CH:20][CH:19]=2)=[CH:25][N:26]([CH3:28])[CH3:27])[CH:15]=1)=[O:10])[C:2]1[CH:3]=[CH:4][CH:5]=[CH:6][CH:7]=1. (5) Given the reactants C(OC([N:8]1[CH2:13][CH2:12][CH:11]([NH:14][C:15]2[CH:20]=[CH:19][C:18]([S:21][C:22]([F:25])([F:24])[F:23])=[CH:17][CH:16]=2)[CH2:10][CH2:9]1)=O)(C)(C)C.[Cl:26]CCl, predict the reaction product. The product is: [ClH:26].[NH:8]1[CH2:13][CH2:12][CH:11]([NH:14][C:15]2[CH:16]=[CH:17][C:18]([S:21][C:22]([F:24])([F:23])[F:25])=[CH:19][CH:20]=2)[CH2:10][CH2:9]1.[ClH:26]. (6) The product is: [CH2:20]([N:24]1[C:25]2[CH:31]=[C:30]([O:32][CH2:33][CH2:34][CH2:35][N:36]([CH2:37][CH3:38])[CH2:39][CH3:40])[CH:29]=[C:28]([O:41][CH2:42][CH2:43][CH2:44][N:45]([CH2:48][CH3:49])[CH2:46][CH3:47])[C:26]=2[N:27]=[C:13]1[C:12]1[CH:15]=[CH:16][CH:17]=[C:10]([O:9][C:8]2[CH:18]=[CH:19][C:5]([C:1]([CH3:4])([CH3:3])[CH3:2])=[CH:6][CH:7]=2)[CH:11]=1)[CH2:21][CH2:22][CH3:23]. Given the reactants [C:1]([C:5]1[CH:19]=[CH:18][C:8]([O:9][C:10]2[CH:11]=[C:12]([CH:15]=[CH:16][CH:17]=2)[CH:13]=O)=[CH:7][CH:6]=1)([CH3:4])([CH3:3])[CH3:2].[CH2:20]([NH:24][C:25]1[CH:31]=[C:30]([O:32][CH2:33][CH2:34][CH2:35][N:36]([CH2:39][CH3:40])[CH2:37][CH3:38])[CH:29]=[C:28]([O:41][CH2:42][CH2:43][CH2:44][N:45]([CH2:48][CH3:49])[CH2:46][CH3:47])[C:26]=1[NH2:27])[CH2:21][CH2:22][CH3:23], predict the reaction product. (7) The product is: [F:38][C:39]([F:70])([F:69])[C:40]1[CH:41]=[C:42]([CH:62]=[C:63]([C:65]([F:68])([F:67])[F:66])[CH:64]=1)[CH2:43][N:44]([CH3:61])[C:45]([C:46]1[C:51]([C:52]2[CH:57]=[CH:56][CH:55]=[CH:54][C:53]=2[CH3:58])=[CH:50][C:49]([C:2]2[CH:7]=[CH:6][N:5]=[C:4]([CH3:8])[CH:3]=2)=[N:48][CH:47]=1)=[O:60]. Given the reactants I[C:2]1[CH:7]=[CH:6][N:5]=[C:4]([CH3:8])[CH:3]=1.B1(B2OC(C)(C)C(C)(C)O2)OC(C)(C)C(C)(C)O1.C([O-])(=O)C.[K+].C(=O)([O-])[O-].[Na+].[Na+].[F:38][C:39]([F:70])([F:69])[C:40]1[CH:41]=[C:42]([CH:62]=[C:63]([C:65]([F:68])([F:67])[F:66])[CH:64]=1)[CH2:43][N:44]([CH3:61])[C:45](=[O:60])[C:46]1[C:51]([C:52]2[CH:57]=[CH:56][CH:55]=[CH:54][C:53]=2[CH3:58])=[CH:50][C:49](I)=[N:48][CH:47]=1, predict the reaction product. (8) Given the reactants [F:1][C:2]([F:21])([F:20])[O:3][C:4]1[CH:9]=[CH:8][C:7]([S:10]([N:13]2[CH2:17][CH2:16][C@H:15]([O:18][NH2:19])[CH2:14]2)(=[O:12])=[O:11])=[CH:6][CH:5]=1.ClC([O:25][C:26](Cl)(Cl)Cl)=O.C.[F:31][C:32]1[CH:38]=[CH:37][C:35]([NH2:36])=[CH:34][CH:33]=1.C(N(CC)C(C)C)(C)C, predict the reaction product. The product is: [F:31][C:32]1[CH:38]=[CH:37][C:35]([NH:36][C:26]([NH:19][O:18][C@H:15]2[CH2:16][CH2:17][N:13]([S:10]([C:7]3[CH:6]=[CH:5][C:4]([O:3][C:2]([F:1])([F:20])[F:21])=[CH:9][CH:8]=3)(=[O:11])=[O:12])[CH2:14]2)=[O:25])=[CH:34][CH:33]=1. (9) Given the reactants C(O)(C(F)(F)F)=O.C(OC([NH:15][C:16]1[S:20][C:19]([C:21]2[C:26]([F:27])=[CH:25][CH:24]=[CH:23][C:22]=2[F:28])=[N:18][C:17]=1[C:29]([NH:31][C:32]1[C:33]([N:41]2[CH2:46][CH2:45][CH2:44][C@H:43]([NH:47]C(=O)OC(C)(C)C)[CH2:42]2)=[C:34]2[CH:40]=[CH:39][S:38][C:35]2=[N:36][CH:37]=1)=[O:30])=O)(C)(C)C, predict the reaction product. The product is: [NH2:15][C:16]1[S:20][C:19]([C:21]2[C:22]([F:28])=[CH:23][CH:24]=[CH:25][C:26]=2[F:27])=[N:18][C:17]=1[C:29]([NH:31][C:32]1[C:33]([N:41]2[CH2:46][CH2:45][CH2:44][C@H:43]([NH2:47])[CH2:42]2)=[C:34]2[CH:40]=[CH:39][S:38][C:35]2=[N:36][CH:37]=1)=[O:30]. (10) Given the reactants [O:1]1[C:6]2[CH:7]=[CH:8][CH:9]=[CH:10][C:5]=2[N:4]([CH2:11][CH2:12][O:13][C:14]2[CH:19]=[CH:18][C:17]([CH2:20][CH:21]([O:26][CH2:27][CH3:28])[C:22]([O:24][CH3:25])=[O:23])=[CH:16][CH:15]=2)[CH2:3][CH2:2]1.[CH:29]([N-]C(C)C)(C)C.[Li+].CI.Cl, predict the reaction product. The product is: [CH3:29][C:21]([O:26][CH2:27][CH3:28])([CH2:20][C:17]1[CH:16]=[CH:15][C:14]([O:13][CH2:12][CH2:11][N:4]2[C:5]3[CH:10]=[CH:9][CH:8]=[CH:7][C:6]=3[O:1][CH2:2][CH2:3]2)=[CH:19][CH:18]=1)[C:22]([O:24][CH3:25])=[O:23].